Task: Predict the reaction yield, written as a fraction of the theoretical maximum amount of product (1.0 means a 100% yield; for example, 0.34 means a 34% yield).. Dataset: Reaction yield outcomes from USPTO patents with 853,638 reactions (1) The reactants are Br[C:2]1[CH:7]=[CH:6][CH:5]=[CH:4][C:3]=1[F:8].[Li]C(C)(C)C.CCCCC.[N+:19]([C:22]1[CH:23]=[C:24]([CH:28]=[CH:29][CH:30]=1)[C:25](Cl)=[O:26])([O-:21])=[O:20].C(Cl)(Cl)Cl. The catalyst is C1COCC1.[Zn+2].[I-].[I-].C1C=CC(/C=C/C(/C=C/C2C=CC=CC=2)=O)=CC=1.C1C=CC(/C=C/C(/C=C/C2C=CC=CC=2)=O)=CC=1.C1C=CC(/C=C/C(/C=C/C2C=CC=CC=2)=O)=CC=1.[Pd].[Pd].O. The product is [F:8][C:3]1[CH:4]=[CH:5][CH:6]=[CH:7][C:2]=1[C:25]([C:24]1[CH:28]=[CH:29][CH:30]=[C:22]([N+:19]([O-:21])=[O:20])[CH:23]=1)=[O:26]. The yield is 0.350. (2) The reactants are [CH:1]1([C:4]2([C:9]3[CH:10]=[C:11]([CH2:14][O:15][Si](C(C)C)(C(C)C)C(C)C)[S:12][CH:13]=3)[CH2:8][CH2:7][CH2:6][O:5]2)[CH2:3][CH2:2]1. The catalyst is C1COCC1. The product is [CH:1]1([C:4]2([C:9]3[CH:10]=[C:11]([CH2:14][OH:15])[S:12][CH:13]=3)[CH2:8][CH2:7][CH2:6][O:5]2)[CH2:2][CH2:3]1. The yield is 0.930.